From a dataset of Full USPTO retrosynthesis dataset with 1.9M reactions from patents (1976-2016). Predict the reactants needed to synthesize the given product. (1) Given the product [ClH:8].[ClH:1].[Cl:8][C:9]1[CH:14]=[CH:13][C:12]([C@@H:15]([CH2:16][NH:17][CH:25]([CH3:27])[CH3:26])[C:28]([N:30]2[CH2:35][CH2:34][N:33]([C:36]3[C:37]4[C@H:44]([CH3:45])[CH2:43][CH2:42][C:38]=4[N:39]=[CH:40][N:41]=3)[CH2:32][CH2:31]2)=[O:29])=[CH:11][CH:10]=1, predict the reactants needed to synthesize it. The reactants are: [ClH:1].O1CCOCC1.[Cl:8][C:9]1[CH:14]=[CH:13][C:12]([C@H:15]([C:28]([N:30]2[CH2:35][CH2:34][N:33]([C:36]3[C:37]4[C@H:44]([CH3:45])[CH2:43][CH2:42][C:38]=4[N:39]=[CH:40][N:41]=3)[CH2:32][CH2:31]2)=[O:29])[CH2:16][N:17]([CH:25]([CH3:27])[CH3:26])C(=O)OC(C)(C)C)=[CH:11][CH:10]=1. (2) Given the product [C:6]([O:5][CH2:4][C:3]([C:1]#[N:2])([CH2:8][OH:7])[C:13]([O:15][CH3:16])=[O:14])(=[O:10])[CH3:9], predict the reactants needed to synthesize it. The reactants are: [C:1]([C:3]1([C:13]([O:15][CH3:16])=[O:14])[CH2:8][O:7][C:6]([O:10]CC)([CH3:9])[O:5][CH2:4]1)#[N:2]. (3) Given the product [CH:2]([C:5]1[CH:6]=[CH:7][C:8]([NH2:11])=[N:9][CH:10]=1)([CH2:3][CH3:4])[CH3:1], predict the reactants needed to synthesize it. The reactants are: [CH3:1][C:2]([C:5]1[CH:6]=[CH:7][C:8]([NH2:11])=[N:9][CH:10]=1)=[CH:3][CH3:4]. (4) Given the product [CH3:1][CH2:2][C@@:3]1([OH:27])[C:8](=[O:9])[O:7][CH2:6][C:5]2[C:10]([N:12]3[C:24](=[CH:25][C:4]1=2)[C:23]1[N:22]=[C:21]2[CH:20]=[CH:19][C:18]([OH:26])=[C:17]([CH2:10][N:12]([CH3:24])[CH3:13])[C:16]2=[CH:15][C:14]=1[CH2:13]3)=[O:11].[ClH:28], predict the reactants needed to synthesize it. The reactants are: [CH3:1][CH2:2][C@@:3]1([OH:27])[C:8](=[O:9])[O:7][CH2:6][C:5]2[C:10]([N:12]3[C:24](=[CH:25][C:4]1=2)[C:23]1[N:22]=[C:21]2[C:16]([CH:17]=[C:18]([OH:26])[CH:19]=[CH:20]2)=[CH:15][C:14]=1[CH2:13]3)=[O:11].[Cl:28]CCl.Cl. (5) Given the product [Br:16][C:17]1[CH:24]=[CH:23][CH:22]=[C:21]([N:10]2[CH:9]=[CH:8][C:7]3[C:12](=[CH:13][CH:14]=[C:5]([C:1]([CH3:4])([CH3:2])[CH3:3])[CH:6]=3)[C:11]2=[O:15])[C:18]=1[CH:19]=[O:20], predict the reactants needed to synthesize it. The reactants are: [C:1]([C:5]1[CH:6]=[C:7]2[C:12](=[CH:13][CH:14]=1)[C:11](=[O:15])[NH:10][CH:9]=[CH:8]2)([CH3:4])([CH3:3])[CH3:2].[Br:16][C:17]1[CH:24]=[CH:23][CH:22]=[C:21](Br)[C:18]=1[CH:19]=[O:20].CC1(C)C2C(=C(P(C3C=CC=CC=3)C3C=CC=CC=3)C=CC=2)OC2C(P(C3C=CC=CC=3)C3C=CC=CC=3)=CC=CC1=2.C(=O)([O-])[O-].[Cs+].[Cs+]. (6) Given the product [C:11]([C:10]1[CH:9]=[CH:8][C:7](=[O:20])[N:6]2[C:2]([Br:1])=[CH:3][NH:4][C:5]=12)(=[O:12])[C:13]1[CH:18]=[CH:17][CH:16]=[CH:15][CH:14]=1, predict the reactants needed to synthesize it. The reactants are: [Br:1][C:2]1[N:6]2[C:7](Cl)=[CH:8][CH:9]=[C:10]([C:11]([C:13]3[CH:18]=[CH:17][CH:16]=[CH:15][CH:14]=3)=[O:12])[C:5]2=[N:4][CH:3]=1.[OH-:20].[K+]. (7) Given the product [CH3:1][C:2]1[N:3]=[CH:4][N:5]([C:7]2[CH:8]=[C:9]([CH:10]=[CH:11][CH:12]=2)[NH2:13])[CH:6]=1, predict the reactants needed to synthesize it. The reactants are: [CH3:1][C:2]1[N:3]=[CH:4][N:5]([C:7]2[CH:12]=[CH:11][CH:10]=[C:9]([N+:13]([O-])=O)[CH:8]=2)[CH:6]=1.